Dataset: Forward reaction prediction with 1.9M reactions from USPTO patents (1976-2016). Task: Predict the product of the given reaction. (1) Given the reactants C([O:5][C:6](=[O:17])[C:7]1[C:12]([CH:13]([CH3:15])[CH3:14])=[CH:11][N:10]=[CH:9][C:8]=1[F:16])(C)(C)C.Cl, predict the reaction product. The product is: [F:16][C:8]1[CH:9]=[N:10][CH:11]=[C:12]([CH:13]([CH3:15])[CH3:14])[C:7]=1[C:6]([OH:17])=[O:5]. (2) Given the reactants CSC.B(F)(F)F.C[N:9]([C:14](=[O:36])[C:15]1[CH:20]=[C:19]([Cl:21])[C:18]([O:22][C:23]2[CH:28]=[C:27]([CH:29]([CH3:31])[CH3:30])[C:26]([O:32]C)=[C:25]([CH3:34])[CH:24]=2)=[C:17]([Cl:35])[CH:16]=1)[CH2:10][C:11]([OH:13])=[O:12], predict the reaction product. The product is: [Cl:21][C:19]1[CH:20]=[C:15]([CH:16]=[C:17]([Cl:35])[C:18]=1[O:22][C:23]1[CH:24]=[C:25]([CH3:34])[C:26]([OH:32])=[C:27]([CH:29]([CH3:30])[CH3:31])[CH:28]=1)[C:14]([NH:9][CH2:10][C:11]([OH:13])=[O:12])=[O:36]. (3) Given the reactants [C:1]([C:3]1[C:4]([NH:34][CH2:35][CH2:36][O:37][CH3:38])=[CH:5][C:6]([NH:9][C:10]([N:12]2[C:21]3[C:16](=[CH:17][C:18]([C:27]4[C:28]([CH3:33])=[N:29][N:30]([CH3:32])[CH:31]=4)=[C:19]([CH:22](OC)[O:23]C)[N:20]=3)[CH2:15][CH2:14][CH2:13]2)=[O:11])=[N:7][CH:8]=1)#[N:2].Cl, predict the reaction product. The product is: [C:1]([C:3]1[C:4]([NH:34][CH2:35][CH2:36][O:37][CH3:38])=[CH:5][C:6]([NH:9][C:10]([N:12]2[C:21]3[C:16](=[CH:17][C:18]([C:27]4[C:28]([CH3:33])=[N:29][N:30]([CH3:32])[CH:31]=4)=[C:19]([CH:22]=[O:23])[N:20]=3)[CH2:15][CH2:14][CH2:13]2)=[O:11])=[N:7][CH:8]=1)#[N:2]. (4) Given the reactants [CH2:1]([O:3][C:4](=[O:13])[C:5]([C:11]#[N:12])=[C:6]([S:9][CH3:10])SC)[CH3:2].[C:14]1([NH:20][NH2:21])[CH:19]=[CH:18][CH:17]=[CH:16][CH:15]=1, predict the reaction product. The product is: [NH2:12][C:11]1[N:20]([C:14]2[CH:19]=[CH:18][CH:17]=[CH:16][CH:15]=2)[N:21]=[C:6]([S:9][CH3:10])[C:5]=1[C:4]([O:3][CH2:1][CH3:2])=[O:13]. (5) Given the reactants [Cl:1][C:2]1[C:7]([Cl:8])=[CH:6][CH:5]=[CH:4][C:3]=1[N:9]1[CH2:14][CH2:13][NH:12][CH2:11][CH2:10]1.[Cl:15][C:16]1[CH:24]=[C:23]2[C:19]([C:20]([CH2:25][CH2:26][CH2:27]I)=[CH:21][NH:22]2)=[CH:18][CH:17]=1, predict the reaction product. The product is: [Cl:15][C:16]1[CH:24]=[C:23]2[C:19]([C:20]([CH2:25][CH2:26][CH2:27][N:12]3[CH2:13][CH2:14][N:9]([C:3]4[CH:4]=[CH:5][CH:6]=[C:7]([Cl:8])[C:2]=4[Cl:1])[CH2:10][CH2:11]3)=[CH:21][NH:22]2)=[CH:18][CH:17]=1. (6) Given the reactants Cl.[Cl:2][C:3]1[CH:4]=[C:5]([C:10]2[N:15]=[N:14][C:13]([N:16]3[CH2:25][CH2:24][C:19]4(OCC[O:20]4)[CH2:18][CH2:17]3)=[CH:12][CH:11]=2)[CH:6]=[CH:7][C:8]=1[Cl:9], predict the reaction product. The product is: [Cl:2][C:3]1[CH:4]=[C:5]([C:10]2[N:15]=[N:14][C:13]([N:16]3[CH2:17][CH2:18][C:19](=[O:20])[CH2:24][CH2:25]3)=[CH:12][CH:11]=2)[CH:6]=[CH:7][C:8]=1[Cl:9]. (7) The product is: [I:31][C:20]1[C:19]([CH2:28][CH2:29][CH3:30])=[N:18][N:17]([CH3:16])[C:21]=1[C:22]1[S:23][CH:24]=[CH:25][C:26]=1[CH3:27]. Given the reactants CN1C(CCC)=CC(C2SC=CC=2C)=N1.[CH3:16][N:17]1[C:21]([C:22]2[S:23][CH:24]=[CH:25][C:26]=2[CH3:27])=[CH:20][C:19]([CH2:28][CH2:29][CH3:30])=[N:18]1.[I:31]N1C(=O)CCC1=O.S([O-])([O-])(=O)=S.[Na+].[Na+].C(=O)([O-])[O-].[Na+].[Na+].IC1C(C2SC=CC=2C)=NN(C)C=1CCC, predict the reaction product. (8) Given the reactants [H-].[Na+].[CH3:3][N:4]([CH3:16])[C:5]1[CH:15]=[CH:14][C:8]2[S:9][C:10]([CH:12]=O)=[CH:11][C:7]=2[CH:6]=1.[C:17]([O:20][CH2:21][CH3:22])(=[O:19])[CH3:18].CO[CH2:25][CH2:26]OC, predict the reaction product. The product is: [CH2:21]([O:20][C:17](=[O:19])/[CH:18]=[CH:25]/[CH:26]=[CH:12]/[C:10]1[S:9][C:8]2[CH:14]=[CH:15][C:5]([N:4]([CH3:16])[CH3:3])=[CH:6][C:7]=2[CH:11]=1)[CH3:22]. (9) The product is: [Cl:2][CH2:3][C:4]1[S:5][CH:6]=[C:7]([C:9]([OH:11])=[O:10])[N:8]=1. Given the reactants Cl.[Cl:2][CH2:3][C:4]1[S:5][CH:6]=[C:7]([C:9]([O:11]C)=[O:10])[N:8]=1, predict the reaction product. (10) The product is: [CH2:1]([O:3][C:4]([C:6]1[N:11]=[C:10]([N:12]2[CH2:13][CH2:14][CH2:15][CH2:16][CH2:17]2)[C:9]2[N:18]=[C:19]([C:21]3[CH:26]=[CH:25][CH:24]=[CH:23][CH:22]=3)[S:20][C:8]=2[C:7]=1[OH:27])=[O:5])[CH3:2]. Given the reactants [CH2:1]([O:3][C:4]([C:6]1[N:11]=[C:10]([N:12]2[CH2:17][CH2:16][CH2:15][CH2:14][CH2:13]2)[C:9]2[N:18]=[C:19]([C:21]3[CH:26]=[CH:25][CH:24]=[CH:23][CH:22]=3)[S:20][C:8]=2[C:7]=1[O:27]CC1C=CC=CC=1)=[O:5])[CH3:2], predict the reaction product.